This data is from Full USPTO retrosynthesis dataset with 1.9M reactions from patents (1976-2016). The task is: Predict the reactants needed to synthesize the given product. Given the product [C:15]1([C:32]2[CH:33]=[CH:34][CH:35]=[CH:36][CH:37]=2)[CH:20]=[CH:19][CH:18]=[CH:17][C:16]=1[C:21]1[N:6]([C:5]2[CH:7]=[CH:8][CH:9]=[CH:10][C:4]=2[CH:1]([CH3:3])[CH3:2])[C:23]([C:26]2[CH:27]=[CH:28][CH:29]=[CH:30][CH:31]=2)=[N:24][N:25]=1, predict the reactants needed to synthesize it. The reactants are: [CH:1]([C:4]1[CH:10]=[CH:9][CH:8]=[CH:7][C:5]=1[NH2:6])([CH3:3])[CH3:2].[Cl-].[Al+3].[Cl-].[Cl-].[C:15]1([C:32]2[CH:37]=[CH:36][CH:35]=[CH:34][CH:33]=2)[CH:20]=[CH:19][CH:18]=[CH:17][C:16]=1[C:21]1O[C:23]([C:26]2[CH:31]=[CH:30][CH:29]=[CH:28][CH:27]=2)=[N:24][N:25]=1.